Dataset: Peptide-MHC class I binding affinity with 185,985 pairs from IEDB/IMGT. Task: Regression. Given a peptide amino acid sequence and an MHC pseudo amino acid sequence, predict their binding affinity value. This is MHC class I binding data. (1) The peptide sequence is ASYKIFKI. The MHC is H-2-Kb with pseudo-sequence H-2-Kb. The binding affinity (normalized) is 0.167. (2) The peptide sequence is NHHLKNQIDRI. The MHC is Mamu-A07 with pseudo-sequence Mamu-A07. The binding affinity (normalized) is 0.173. (3) The peptide sequence is NYHITLRFI. The MHC is H-2-Dd with pseudo-sequence H-2-Dd. The binding affinity (normalized) is 0.0782. (4) The peptide sequence is LVSNGSYL. The MHC is H-2-Db with pseudo-sequence H-2-Db. The binding affinity (normalized) is 0.134. (5) The peptide sequence is KLYLRPWWH. The MHC is HLA-A02:12 with pseudo-sequence HLA-A02:12. The binding affinity (normalized) is 0.0847. (6) The peptide sequence is AIKPITDQF. The MHC is HLA-B27:05 with pseudo-sequence HLA-B27:05. The binding affinity (normalized) is 0.0847. (7) The peptide sequence is KVTRFYFNM. The MHC is HLA-A02:01 with pseudo-sequence HLA-A02:01. The binding affinity (normalized) is 0.472. (8) The peptide sequence is CTWPEASRY. The MHC is HLA-B51:01 with pseudo-sequence HLA-B51:01. The binding affinity (normalized) is 0.0847. (9) The peptide sequence is GMFGGCFAA. The MHC is HLA-B58:01 with pseudo-sequence HLA-B58:01. The binding affinity (normalized) is 0.0847. (10) The peptide sequence is TMLVRQMTK. The MHC is HLA-A24:03 with pseudo-sequence HLA-A24:03. The binding affinity (normalized) is 0.0847.